From a dataset of Peptide-MHC class I binding affinity with 185,985 pairs from IEDB/IMGT. Regression. Given a peptide amino acid sequence and an MHC pseudo amino acid sequence, predict their binding affinity value. This is MHC class I binding data. (1) The peptide sequence is YVFPVIFSR. The MHC is Mamu-A2201 with pseudo-sequence Mamu-A2201. The binding affinity (normalized) is 0. (2) The binding affinity (normalized) is 0.324. The peptide sequence is YVADALAAF. The MHC is Mamu-B52 with pseudo-sequence Mamu-B52. (3) The peptide sequence is AVLQSGFRK. The MHC is BoLA-T2a with pseudo-sequence BoLA-T2a. The binding affinity (normalized) is 0.443. (4) The binding affinity (normalized) is 0.970. The MHC is HLA-A11:01 with pseudo-sequence HLA-A11:01. The peptide sequence is AIMQVFFGY. (5) The peptide sequence is ITTESIVIW. The MHC is HLA-B15:01 with pseudo-sequence HLA-B15:01. The binding affinity (normalized) is 0.217. (6) The peptide sequence is AQIDNYNKF. The MHC is HLA-A02:02 with pseudo-sequence HLA-A02:02. The binding affinity (normalized) is 0.264. (7) The binding affinity (normalized) is 0. The MHC is HLA-A26:01 with pseudo-sequence HLA-A26:01. The peptide sequence is PYLQLQPFL.